Dataset: Full USPTO retrosynthesis dataset with 1.9M reactions from patents (1976-2016). Task: Predict the reactants needed to synthesize the given product. Given the product [CH2:50]([NH:49][C:47]([NH:46][C:43]1[CH:42]=[CH:41][C:40]([CH2:39][NH:38][C:21](=[O:22])[CH2:20][N:11]2[CH2:10][CH2:9][CH:8]([CH2:7][C:6]([O:5][C:1]([CH3:4])([CH3:2])[CH3:3])=[O:24])[C:14]3[CH:15]=[CH:16][CH:17]=[CH:18][C:13]=3[C:12]2=[O:19])=[CH:45][CH:44]=1)=[O:48])[C:51]1[CH:52]=[CH:53][CH:54]=[CH:55][CH:56]=1, predict the reactants needed to synthesize it. The reactants are: [C:1]([O:5][C:6](=[O:24])[CH2:7][CH:8]1[C:14]2[CH:15]=[CH:16][CH:17]=[CH:18][C:13]=2[C:12](=[O:19])[N:11]([CH2:20][C:21](O)=[O:22])[CH2:10][CH2:9]1)([CH3:4])([CH3:3])[CH3:2].CCN(C(C)C)C(C)C.C(Cl)CCl.[NH2:38][CH2:39][C:40]1[CH:45]=[CH:44][C:43]([NH:46][C:47]([NH:49][CH2:50][C:51]2[CH:56]=[CH:55][CH:54]=[CH:53][CH:52]=2)=[O:48])=[CH:42][CH:41]=1.